This data is from Full USPTO retrosynthesis dataset with 1.9M reactions from patents (1976-2016). The task is: Predict the reactants needed to synthesize the given product. (1) Given the product [N+:1]([O-:4])([O-:3])=[O:2].[Al+3:27].[N+:6]([O-:9])([O-:8])=[O:7].[N+:10]([O-:13])([O-:12])=[O:11].[N+:23]([O-:26])([O-:25])=[O:24].[Mg+2:5].[N+:28]([O-:31])([O-:30])=[O:29], predict the reactants needed to synthesize it. The reactants are: [N+:1]([O-:4])([O-:3])=[O:2].[Mg+2:5].[N+:6]([O-:9])([O-:8])=[O:7].[N+:10]([O-:13])([OH:12])=[O:11].O.O.O.O.O.O.O.O.O.[N+:23]([O-:26])([O-:25])=[O:24].[Al+3:27].[N+:28]([O-:31])([O-:30])=[O:29].[N+]([O-])([O-])=O. (2) Given the product [Br:3][C:4]1[CH:5]=[C:6]([C:10]23[CH2:17][CH:16]([O:18][CH3:30])[CH2:15][CH:14]2[CH2:13][O:12][N:11]3[CH2:19][C:20]2[CH:25]=[CH:24][C:23]([O:26][CH3:27])=[CH:22][C:21]=2[O:28][CH3:29])[CH:7]=[CH:8][CH:9]=1, predict the reactants needed to synthesize it. The reactants are: [H-].[Na+].[Br:3][C:4]1[CH:5]=[C:6]([C:10]23[CH2:17][CH:16]([OH:18])[CH2:15][CH:14]2[CH2:13][O:12][N:11]3[CH2:19][C:20]2[CH:25]=[CH:24][C:23]([O:26][CH3:27])=[CH:22][C:21]=2[O:28][CH3:29])[CH:7]=[CH:8][CH:9]=1.[CH3:30]I. (3) The reactants are: C([O:3][C:4]([C:6]1[S:7][C:8]2[CH:14]=[CH:13][C:12]([Cl:15])=[CH:11][C:9]=2[N:10]=1)=[O:5])C.[OH-].[Na+:17]. Given the product [Na+:17].[Cl:15][C:12]1[CH:13]=[CH:14][C:8]2[S:7][C:6]([C:4]([O-:5])=[O:3])=[N:10][C:9]=2[CH:11]=1, predict the reactants needed to synthesize it. (4) Given the product [Cl:11][C:12]1[CH:19]=[CH:18][C:15]([CH2:16][N:6]2[C:5]3[CH:7]=[CH:8][CH:9]=[CH:10][C:4]=3[N:3]=[C:2]2[NH:29][C:28]2[CH:30]=[CH:31][C:25]([Cl:24])=[C:26]([C:32]([F:35])([F:33])[F:34])[CH:27]=2)=[CH:14][C:13]=1[C:20]([F:23])([F:22])[F:21], predict the reactants needed to synthesize it. The reactants are: Cl[C:2]1[NH:3][C:4]2[CH:10]=[CH:9][CH:8]=[CH:7][C:5]=2[N:6]=1.[Cl:11][C:12]1[CH:19]=[CH:18][C:15]([CH2:16]Br)=[CH:14][C:13]=1[C:20]([F:23])([F:22])[F:21].[Cl:24][C:25]1[CH:31]=[CH:30][C:28]([NH2:29])=[CH:27][C:26]=1[C:32]([F:35])([F:34])[F:33]. (5) Given the product [C:10]1([CH:9]([N:1]2[CH2:5][CH2:4][CH2:3][C:2]2=[O:6])[CH3:8])[CH:15]=[CH:14][CH:13]=[CH:12][CH:11]=1, predict the reactants needed to synthesize it. The reactants are: [NH:1]1[CH2:5][CH2:4][CH2:3][C:2]1=[O:6].Br[CH2:8][CH2:9][C:10]1[CH:15]=[CH:14][CH:13]=[CH:12][CH:11]=1.[H-].[Na+]. (6) Given the product [CH3:1][N:2]([CH2:14][CH2:15][N:16]1[CH2:21][CH2:20][O:19][CH2:18][CH2:17]1)[C:3](=[O:4])[C:5]1[CH:13]=[CH:12][CH:11]=[C:7]([C:8]([NH:34][C:35]2[CH:59]=[CH:58][C:57]([N:60]3[CH2:65][CH2:64][CH2:63][CH2:62][CH2:61]3)=[CH:56][C:36]=2[C:37](=[O:38])[NH:39][C:40]2[CH:45]=[N:44][C:43]([C:46]3[CH:51]=[CH:50][CH:49]=[C:48]([C:52]([F:55])([F:54])[F:53])[CH:47]=3)=[N:42][CH:41]=2)=[O:10])[CH:6]=1, predict the reactants needed to synthesize it. The reactants are: [CH3:1][N:2]([CH2:14][CH2:15][N:16]1[CH2:21][CH2:20][O:19][CH2:18][CH2:17]1)[C:3]([C:5]1[CH:6]=[C:7]([CH:11]=[CH:12][CH:13]=1)[C:8]([OH:10])=O)=[O:4].CCN=C=NCCCN(C)C.Cl.[NH2:34][C:35]1[CH:59]=[CH:58][C:57]([N:60]2[CH2:65][CH2:64][CH2:63][CH2:62][CH2:61]2)=[CH:56][C:36]=1[C:37]([NH:39][C:40]1[CH:41]=[N:42][C:43]([C:46]2[CH:51]=[CH:50][CH:49]=[C:48]([C:52]([F:55])([F:54])[F:53])[CH:47]=2)=[N:44][CH:45]=1)=[O:38]. (7) Given the product [C:30]12[CH2:31][CH:24]([C:22]([N:14]([CH2:15][CH2:16][CH2:17][CH2:18][CH2:19][CH2:20][CH3:21])[CH2:13][CH2:12][C:9]3[CH:8]=[CH:7][C:6]([CH2:5][CH:4]([O:32][CH2:33][CH3:34])[C:3]([OH:35])=[O:2])=[CH:11][CH:10]=3)=[O:23])[C:25]=1[CH:26]=[CH:27][CH:28]=[CH:29]2, predict the reactants needed to synthesize it. The reactants are: C[O:2][C:3](=[O:35])[CH:4]([O:32][CH2:33][CH3:34])[CH2:5][C:6]1[CH:11]=[CH:10][C:9]([CH2:12][CH2:13][N:14]([C:22]([CH:24]2[CH2:31][C:30]3[CH:29]=[CH:28][CH:27]=[CH:26][C:25]2=3)=[O:23])[CH2:15][CH2:16][CH2:17][CH2:18][CH2:19][CH2:20][CH3:21])=[CH:8][CH:7]=1.[Li+].[OH-]. (8) Given the product [Cl:32][C:33]1[CH:34]=[CH:35][C:36]([O:42][CH2:43][CH2:44][CH2:45][NH:46][S:47]([CH2:50][CH3:51])(=[O:49])=[O:48])=[C:37]([CH:41]=1)[C:38]([NH:1][CH:2]1[C:8](=[O:9])[NH:7][C:6]2[CH:19]=[CH:20][CH:21]=[CH:22][C:5]=2[C:4]([C:23]2[C:28]([Cl:29])=[CH:27][C:26]([Cl:30])=[CH:25][C:24]=2[Cl:31])=[N:3]1)=[O:39], predict the reactants needed to synthesize it. The reactants are: [NH2:1][CH:2]1[C:8](=[O:9])[N:7](CC2C=CC(OC)=CC=2)[C:6]2[CH:19]=[CH:20][CH:21]=[CH:22][C:5]=2[C:4]([C:23]2[C:28]([Cl:29])=[CH:27][C:26]([Cl:30])=[CH:25][C:24]=2[Cl:31])=[N:3]1.[Cl:32][C:33]1[CH:34]=[CH:35][C:36]([O:42][CH2:43][CH2:44][CH2:45][NH:46][S:47]([CH2:50][CH3:51])(=[O:49])=[O:48])=[C:37]([CH:41]=1)[C:38](O)=[O:39]. (9) Given the product [ClH:23].[CH3:14][CH:9]1[NH:8][CH2:13][CH2:12][N:11]([C:19](=[O:21])[CH3:20])[CH2:10]1, predict the reactants needed to synthesize it. The reactants are: C(OC([N:8]1[CH2:13][CH2:12][NH:11][CH2:10][CH:9]1[CH3:14])=O)(C)(C)C.C(O[C:19](=[O:21])[CH3:20])(=O)C.C(Cl)[Cl:23]. (10) The reactants are: Br[C:2]1[CH:3]=[C:4]2[C:8](=[C:9]([C:11]([NH2:13])=[O:12])[CH:10]=1)[NH:7][CH:6]=[C:5]2[C@@H:14]1[CH2:19][CH2:18][S:17](=[O:21])(=[O:20])[C@@H:16]([CH:22]([CH3:24])[CH3:23])[CH2:15]1.[O:25]1[CH:29]=[CH:28][C:27](B(O)O)=[CH:26]1.C([O-])([O-])=O.[K+].[K+]. Given the product [O:25]1[CH:29]=[CH:28][C:27]([C:2]2[CH:3]=[C:4]3[C:8](=[C:9]([C:11]([NH2:13])=[O:12])[CH:10]=2)[NH:7][CH:6]=[C:5]3[C@@H:14]2[CH2:19][CH2:18][S:17](=[O:21])(=[O:20])[C@@H:16]([CH:22]([CH3:23])[CH3:24])[CH2:15]2)=[CH:26]1, predict the reactants needed to synthesize it.